From a dataset of Reaction yield outcomes from USPTO patents with 853,638 reactions. Predict the reaction yield, written as a fraction of the theoretical maximum amount of product (1.0 means a 100% yield; for example, 0.34 means a 34% yield). The reactants are [C:1]([C:3]1[C:4]([I:14])=[C:5]([C:9]([O:11][CH2:12][CH3:13])=[O:10])[S:6][C:7]=1I)#[N:2].C[Sn](C)(C)[C:17]1[CH:22]=[CH:21][N:20]=[C:19]([NH:23][C:24](=[O:26])[CH3:25])[CH:18]=1.[Cl-].[Li+]. The catalyst is O1CCOCC1.[Cu]I.C1C=CC([P]([Pd]([P](C2C=CC=CC=2)(C2C=CC=CC=2)C2C=CC=CC=2)([P](C2C=CC=CC=2)(C2C=CC=CC=2)C2C=CC=CC=2)[P](C2C=CC=CC=2)(C2C=CC=CC=2)C2C=CC=CC=2)(C2C=CC=CC=2)C2C=CC=CC=2)=CC=1. The product is [C:24]([NH:23][C:19]1[CH:18]=[C:17]([C:7]2[S:6][C:5]([C:9]([O:11][CH2:12][CH3:13])=[O:10])=[C:4]([I:14])[C:3]=2[C:1]#[N:2])[CH:22]=[CH:21][N:20]=1)(=[O:26])[CH3:25]. The yield is 0.650.